From a dataset of Reaction yield outcomes from USPTO patents with 853,638 reactions. Predict the reaction yield, written as a fraction of the theoretical maximum amount of product (1.0 means a 100% yield; for example, 0.34 means a 34% yield). (1) The reactants are [CH:1]1([C:7]([O:9]CC)=[O:8])[C:3]2([CH2:6][CH2:5][CH2:4]2)[CH2:2]1.O.[OH-].[Li+]. The catalyst is C1COCC1.O. The product is [CH:1]1([C:7]([OH:9])=[O:8])[C:3]2([CH2:6][CH2:5][CH2:4]2)[CH2:2]1. The yield is 0.611. (2) The reactants are [NH2:1][C:2]1[CH:3]=[C:4](O)[C:5]2[C:10]([CH:11]=1)=[CH:9][CH:8]=[CH:7][CH:6]=2.[Br:13][C:14]1[C:15]([O:24][CH3:25])=[C:16]([O:22][CH3:23])[CH:17]=[C:18]([CH:21]=1)[CH:19]=O.[C:26](#[N:30])[CH2:27][C:28]#[N:29].C1N2CCN(CC2)C1.C([OH:41])C. The catalyst is O. The product is [NH2:29][C:28]1[O:41][C:3]2[C:2]([NH2:1])=[CH:11][C:10]3[CH:9]=[CH:8][CH:7]=[CH:6][C:5]=3[C:4]=2[CH:19]([C:18]2[CH:17]=[C:16]([O:22][CH3:23])[C:15]([O:24][CH3:25])=[C:14]([Br:13])[CH:21]=2)[C:27]=1[C:26]#[N:30]. The yield is 0.780. (3) The product is [CH3:36][C:29]1[C:30](=[O:53])[CH2:31][CH2:32][C:33]([CH3:35])([CH3:34])[C:28]=1/[CH:27]=[CH:26]/[C:25](/[CH3:37])=[CH:24]/[CH:23]=[CH:22]/[C:21](/[CH3:38])=[CH:20]/[CH:19]=[CH:18]/[CH:17]=[C:16](\[CH3:39])/[CH:15]=[CH:14]/[CH:13]=[C:12](\[CH3:40])/[CH:11]=[CH:10]/[C:3]1[C:4]([CH3:8])([CH3:9])[CH2:5][CH2:6][C:7](=[O:42])[C:2]=1[CH3:1]. The reactants are [CH3:1][C:2]1[CH2:7][CH2:6][CH2:5][C:4]([CH3:9])([CH3:8])[C:3]=1/[CH:10]=[CH:11]/[C:12](/[CH3:40])=[CH:13]/[CH:14]=[CH:15]/[C:16](/[CH3:39])=[CH:17]/[CH:18]=[CH:19]/[CH:20]=[C:21](\[CH3:38])/[CH:22]=[CH:23]/[CH:24]=[C:25](\[CH3:37])/[CH:26]=[CH:27]/[C:28]1[C:33]([CH3:35])([CH3:34])[CH2:32][CH2:31][CH2:30][C:29]=1[CH3:36].I([O-])(=O)(=O)=[O:42].[Na+].II.C(Cl)(Cl)Cl.[OH2:53]. The yield is 0.337. No catalyst specified. (4) The product is [Cl:3][C:7]1[NH:6][C:14]2[C:9]([C:8]=1[CH:19]=[O:20])=[CH:10][CH:11]=[CH:12][CH:13]=2. The yield is 0.840. No catalyst specified. The reactants are P(Cl)(Cl)([Cl:3])=O.[NH:6]1[C:14]2[C:9](=[CH:10][CH:11]=[CH:12][CH:13]=2)[CH2:8][C:7]1=O.CN([CH:19]=[O:20])C. (5) The reactants are [P:1]([O:44]CC)([O:41]CC)([O:3][C:4]1[CH:9]=[C:8]([F:10])[CH:7]=[C:6]([C:11]2[C:19]3[C:14](=[N:15][CH:16]=[N:17][C:18]=3[NH2:20])[N:13]([CH2:21][C:22]3[N:23]([C:34]4[CH:39]=[CH:38][CH:37]=[CH:36][C:35]=4[CH3:40])[C:24](=[O:33])[C:25]4[C:30]([CH:31]=3)=[CH:29][CH:28]=[CH:27][C:26]=4[CH3:32])[N:12]=2)[CH:5]=1)=[O:2].C[Si](Br)(C)C. The catalyst is CC#N. The product is [P:1]([OH:41])([OH:44])([O:3][C:4]1[CH:9]=[C:8]([F:10])[CH:7]=[C:6]([C:11]2[C:19]3[C:14](=[N:15][CH:16]=[N:17][C:18]=3[NH2:20])[N:13]([CH2:21][C:22]3[N:23]([C:34]4[CH:39]=[CH:38][CH:37]=[CH:36][C:35]=4[CH3:40])[C:24](=[O:33])[C:25]4[C:30]([CH:31]=3)=[CH:29][CH:28]=[CH:27][C:26]=4[CH3:32])[N:12]=2)[CH:5]=1)=[O:2]. The yield is 0.910. (6) The reactants are [Cl:1][C:2]1[CH:3]=[C:4]2[C:12](=[CH:13][C:14]=1[Cl:15])[N:11](C(OC(C)(C)C)=O)[C:10]1[C:9](=[O:23])[CH2:8][CH2:7][CH2:6][C:5]2=1.C(O)(C(F)(F)F)=O.C([O-])(O)=O.[Na+]. The catalyst is C(Cl)Cl. The product is [Cl:1][C:2]1[CH:3]=[C:4]2[C:12](=[CH:13][C:14]=1[Cl:15])[NH:11][C:10]1[C:9](=[O:23])[CH2:8][CH2:7][CH2:6][C:5]2=1. The yield is 0.850. (7) The reactants are N.CCO.[CH2:5]([O:7][C:8](=[O:22])/[CH:9]=[C:10](/[N:17]1CCCC1)\[CH2:11][C@H:12]([CH3:16])/[CH:13]=[CH:14]/[CH3:15])[CH3:6]. No catalyst specified. The product is [CH2:5]([O:7][C:8](=[O:22])/[CH:9]=[C:10](\[NH2:17])/[CH2:11][C@H:12]([CH3:16])/[CH:13]=[CH:14]/[CH3:15])[CH3:6]. The yield is 1.08.